This data is from Full USPTO retrosynthesis dataset with 1.9M reactions from patents (1976-2016). The task is: Predict the reactants needed to synthesize the given product. (1) Given the product [Br:1][C:2]1[CH:3]=[CH:4][C:5]([C@:8]2([C:28]([F:30])([F:31])[F:29])[C:18]#[C:17][CH2:16][S:15][CH2:14][C@@H:13]([C:19]([N:40]([O:39][CH3:35])[CH3:41])=[O:21])[NH:12][C:11](=[O:22])[C@H:10]([CH2:23][C:24]([F:27])([CH3:25])[CH3:26])[NH:9]2)=[CH:6][CH:7]=1, predict the reactants needed to synthesize it. The reactants are: [Br:1][C:2]1[CH:7]=[CH:6][C:5]([C@:8]2([C:28]([F:31])([F:30])[F:29])[C:18]#[C:17][CH2:16][S:15][CH2:14][C@@H:13]([C:19]([OH:21])=O)[NH:12][C:11](=[O:22])[C@H:10]([CH2:23][C:24]([F:27])([CH3:26])[CH3:25])[NH:9]2)=[CH:4][CH:3]=1.CN([C:35]([O:39][N:40]1N=NC2C=CC=N[C:41]1=2)=[N+](C)C)C.F[P-](F)(F)(F)(F)F.CNOC.CCN(CC)CC.C([O-])(O)=O.[Na+]. (2) Given the product [ClH:1].[CH:11]1([N:8]2[CH:7]=[N:6][C:5]3[C:9]2=[N:10][C:2]([NH:8][C@H:11]2[CH2:15][CH2:29][C@H:28]([OH:27])[CH2:13][CH2:12]2)=[N:3][C:4]=3[NH:16][CH2:17][C:18]2[CH:23]=[CH:22][CH:21]=[CH:20][CH:19]=2)[CH2:15][CH2:14][CH2:13][CH2:12]1, predict the reactants needed to synthesize it. The reactants are: [Cl:1][C:2]1[N:10]=[C:9]2[C:5]([N:6]=[CH:7][N:8]2[CH:11]2[CH2:15][CH2:14][CH2:13][CH2:12]2)=[C:4]([NH:16][CH2:17][C:18]2[CH:23]=[CH:22][CH:21]=[CH:20][CH:19]=2)[N:3]=1.C([O:27][CH2:28][CH3:29])(=O)C. (3) Given the product [CH3:14][C:5]1[CH:6]=[CH:7][CH:8]=[C:9]2[C:4]=1[N:3]=[C:2]([N:15]1[CH2:20][CH2:19][O:18][CH2:17][CH2:16]1)[C:11]([CH2:12][OH:13])=[CH:10]2, predict the reactants needed to synthesize it. The reactants are: Cl[C:2]1[C:11]([CH2:12][OH:13])=[CH:10][C:9]2[C:4](=[C:5]([CH3:14])[CH:6]=[CH:7][CH:8]=2)[N:3]=1.[NH:15]1[CH2:20][CH2:19][O:18][CH2:17][CH2:16]1. (4) Given the product [CH3:17][C:2]1([CH2:3][O:4][CH2:5][C:6]2[CH:11]=[CH:10][C:9]([O:12][C:13]([F:14])([F:15])[F:16])=[CH:8][CH:7]=2)[CH2:1][O:26]1, predict the reactants needed to synthesize it. The reactants are: [CH3:1][C:2](=[CH2:17])[CH2:3][O:4][CH2:5][C:6]1[CH:11]=[CH:10][C:9]([O:12][C:13]([F:16])([F:15])[F:14])=[CH:8][CH:7]=1.ClC1C=CC=C(C(OO)=[O:26])C=1.